Dataset: Reaction yield outcomes from USPTO patents with 853,638 reactions. Task: Predict the reaction yield, written as a fraction of the theoretical maximum amount of product (1.0 means a 100% yield; for example, 0.34 means a 34% yield). (1) The reactants are C[C:2]([CH3:5])([O-:4])C.[K+].[Br:7][C:8]1[N:13]=[CH:12][C:11]([CH:14]=O)=[CH:10][CH:9]=1.C1C[O:19][CH2:18][CH2:17]1. No catalyst specified. The product is [Br:7][C:8]1[N:13]=[CH:12][C:11](/[CH:14]=[CH:17]/[C:18]([O:4][CH2:2][CH3:5])=[O:19])=[CH:10][CH:9]=1. The yield is 0.729. (2) The reactants are [CH2:1](O)[CH2:2][CH2:3][CH2:4][CH2:5][CH2:6][CH2:7][CH2:8][CH2:9][CH2:10][CH2:11][CH2:12][CH2:13][CH2:14][CH2:15][CH2:16][CH2:17][CH3:18].C1C=CC(P(C2C=CC=CC=2)C2C=CC=CC=2)=CC=1.C(Br)(Br)(Br)[Br:40]. The catalyst is C(Cl)Cl. The product is [Br:40][CH2:1][CH2:2][CH2:3][CH2:4][CH2:5][CH2:6][CH2:7][CH2:8][CH2:9][CH2:10][CH2:11][CH2:12][CH2:13][CH2:14][CH2:15][CH2:16][CH2:17][CH3:18]. The yield is 0.960. (3) The reactants are [Cl:1][C:2]1[CH:16]=[CH:15][C:5]([CH:6](O)[C:7]2[CH:12]=[CH:11][C:10]([Cl:13])=[CH:9][CH:8]=2)=[CH:4][CH:3]=1.C([Br:20])(=O)C. The catalyst is C1C=CC=CC=1. The product is [Cl:1][C:2]1[CH:16]=[CH:15][C:5]([CH:6]([Br:20])[C:7]2[CH:12]=[CH:11][C:10]([Cl:13])=[CH:9][CH:8]=2)=[CH:4][CH:3]=1. The yield is 1.00.